Dataset: Full USPTO retrosynthesis dataset with 1.9M reactions from patents (1976-2016). Task: Predict the reactants needed to synthesize the given product. (1) Given the product [Cl:25][CH2:24][C@@H:23]([CH2:22][CH2:21][CH2:20][C@H:19]([C@@H:18]1[C@:28]2([CH3:36])[C:15]([C:14]3[CH2:13][CH2:12][C@@H:11]4[C@:32]([C:31]=3[CH2:30][CH2:29]2)([CH3:35])[CH2:33][CH2:34][C@H:9]([OH:8])[C:10]4([CH3:38])[CH3:37])=[CH:16][CH2:17]1)[CH3:27])[CH3:26], predict the reactants needed to synthesize it. The reactants are: [Si]([O:8][C@H:9]1[CH2:34][CH2:33][C@@:32]2([CH3:35])[C:11](=[CH:12][CH:13]=[C:14]3[C@@H:31]2[CH2:30][CH2:29][C@@:28]2([CH3:36])[C@H:15]3[CH2:16][CH2:17][C@@H:18]2[C@H:19]([CH3:27])[CH2:20][CH2:21][CH2:22][C@@H:23]([CH3:26])[CH2:24][Cl:25])[C:10]1([CH3:38])[CH3:37])(C(C)(C)C)(C)C.Cl.C1C=CC=CC=1. (2) Given the product [CH2:1](/[C:5](/[C:41]([OH:43])=[O:42])=[CH:6]\[C@H:7]([CH:38]([CH3:39])[CH3:40])[NH:8][C:9](=[O:37])[C@H:10]([C:33]([CH3:36])([CH3:35])[CH3:34])[NH:11][C:12](=[O:32])[C@H:13]([C:23]([CH3:31])([C:25]1[CH:30]=[CH:29][CH:28]=[CH:27][CH:26]=1)[CH3:24])[N:14]([CH3:22])[C:15](=[O:21])[O:16][C:17]([CH3:20])([CH3:18])[CH3:19])[CH2:2][CH2:3][CH3:4], predict the reactants needed to synthesize it. The reactants are: [CH2:1](/[C:5](/[C:41]([O:43]CC)=[O:42])=[CH:6]\[C@H:7]([CH:38]([CH3:40])[CH3:39])[NH:8][C:9](=[O:37])[C@H:10]([C:33]([CH3:36])([CH3:35])[CH3:34])[NH:11][C:12](=[O:32])[C@H:13]([C:23]([CH3:31])([C:25]1[CH:30]=[CH:29][CH:28]=[CH:27][CH:26]=1)[CH3:24])[N:14]([CH3:22])[C:15](=[O:21])[O:16][C:17]([CH3:20])([CH3:19])[CH3:18])[CH2:2][CH2:3][CH3:4].[OH-].[Li+]. (3) Given the product [CH3:16][C:17]1[S:18][C:19]([CH:22]=[C:10]2[CH2:9][CH2:8][C:7]3[CH:6]=[C:5]([C:3]([O:2][CH3:1])=[O:4])[CH:14]=[CH:13][C:12]=3[C:11]2=[O:15])=[CH:20][N:21]=1, predict the reactants needed to synthesize it. The reactants are: [CH3:1][O:2][C:3]([C:5]1[CH:14]=[CH:13][C:12]2[C:11](=[O:15])[CH2:10][CH2:9][CH2:8][C:7]=2[CH:6]=1)=[O:4].[CH3:16][C:17]1[S:18][C:19]([CH:22]=O)=[CH:20][N:21]=1. (4) The reactants are: [Cl:1][C:2]1[CH:3]=[C:4]2[C:8](=[CH:9][CH:10]=1)[N:7]([CH2:11][C:12]([O:14]C(C)(C)C)=[O:13])[C:6](=[O:19])[C:5]12[C:23](=[O:24])[N:22]([CH2:25][C:26]2[CH:31]=[C:30]([Cl:32])[CH:29]=[CH:28][C:27]=2[F:33])[C:21](=[O:34])[NH:20]1.FC(F)(F)C(O)=O. Given the product [Cl:1][C:2]1[CH:3]=[C:4]2[C:8](=[CH:9][CH:10]=1)[N:7]([CH2:11][C:12]([OH:14])=[O:13])[C:6](=[O:19])[C:5]12[C:23](=[O:24])[N:22]([CH2:25][C:26]2[CH:31]=[C:30]([Cl:32])[CH:29]=[CH:28][C:27]=2[F:33])[C:21](=[O:34])[NH:20]1, predict the reactants needed to synthesize it. (5) The reactants are: [Cl:1][C:2]1[CH:3]=[CH:4][C:5]([O:16][CH2:17][C:18]2[CH:23]=[CH:22][CH:21]=[CH:20][CH:19]=2)=[C:6]([CH2:8][N:9]2[C:13]([CH3:14])=[CH:12][C:11]([NH2:15])=[N:10]2)[CH:7]=1.N1C=CC=CC=1.Cl[C:31]([O:33][CH3:34])=[O:32].C(OCC)(=O)C. Given the product [CH3:34][O:33][C:31](=[O:32])[NH:15][C:11]1[CH:12]=[C:13]([CH3:14])[N:9]([CH2:8][C:6]2[CH:7]=[C:2]([Cl:1])[CH:3]=[CH:4][C:5]=2[O:16][CH2:17][C:18]2[CH:19]=[CH:20][CH:21]=[CH:22][CH:23]=2)[N:10]=1, predict the reactants needed to synthesize it. (6) Given the product [C:13]1([N:10]2[CH2:11][CH:12]=[C:7]([C:29]3[CH:30]=[C:31]4[C:35](=[CH:36][CH:37]=3)[NH:34][C:33](=[O:38])[CH2:32]4)[CH2:8][CH2:9]2)[CH:18]=[CH:17][CH:16]=[CH:15][CH:14]=1, predict the reactants needed to synthesize it. The reactants are: FC(F)(F)S(O[C:7]1[CH2:8][CH2:9][N:10]([C:13]2[CH:18]=[CH:17][CH:16]=[CH:15][CH:14]=2)[CH2:11][CH:12]=1)(=O)=O.CC1(C)C(C)(C)OB([C:29]2[CH:30]=[C:31]3[C:35](=[CH:36][CH:37]=2)[NH:34][C:33](=[O:38])[CH2:32]3)O1.[Li+].[Cl-].C([O-])([O-])=O.[K+].[K+]. (7) Given the product [CH3:1][C:2]1[C:6]([C:7]2[CH:12]=[C:11]([N+:13]([O-:15])=[O:14])[C:10]([N:16]([CH2:37][CH3:38])[C:17](=[O:22])[C:18]([F:20])([F:21])[F:19])=[C:9]([I:23])[CH:8]=2)=[C:5]([CH3:24])[O:4][N:3]=1, predict the reactants needed to synthesize it. The reactants are: [CH3:1][C:2]1[C:6]([C:7]2[CH:12]=[C:11]([N+:13]([O-:15])=[O:14])[C:10]([NH:16][C:17](=[O:22])[C:18]([F:21])([F:20])[F:19])=[C:9]([I:23])[CH:8]=2)=[C:5]([CH3:24])[O:4][N:3]=1.C(=O)([O-])[O-].[Cs+].[Cs+].CN(C)C=O.I[CH2:37][CH3:38].